Dataset: Peptide-MHC class II binding affinity with 134,281 pairs from IEDB. Task: Regression. Given a peptide amino acid sequence and an MHC pseudo amino acid sequence, predict their binding affinity value. This is MHC class II binding data. (1) The peptide sequence is LDGISEQSLRLVDAM. The MHC is DRB1_0101 with pseudo-sequence DRB1_0101. The binding affinity (normalized) is 0.821. (2) The peptide sequence is AMSKVRKDISEWQPS. The MHC is HLA-DQA10501-DQB10303 with pseudo-sequence HLA-DQA10501-DQB10303. The binding affinity (normalized) is 0.296. (3) The peptide sequence is EKKYTAATQFEPLAA. The MHC is HLA-DPA10103-DPB10401 with pseudo-sequence HLA-DPA10103-DPB10401. The binding affinity (normalized) is 0.478. (4) The peptide sequence is TQTMKGVERLAVMGD. The MHC is DRB1_0404 with pseudo-sequence DRB1_0404. The binding affinity (normalized) is 0.262.